This data is from Full USPTO retrosynthesis dataset with 1.9M reactions from patents (1976-2016). The task is: Predict the reactants needed to synthesize the given product. (1) Given the product [F:1][C:2]1[CH:3]=[CH:4][C:5]([O:33][CH3:34])=[C:6]([C:8]2[CH:13]=[CH:12][N:11]=[C:10]3[NH:14][C:15]([C:17]4[CH2:18][CH2:19][N:20]([C@H:23]5[CH2:28][CH2:27][C@H:26]([CH2:29][C:30]([NH:62][S:59]([CH:57]([CH3:58])[CH3:56])(=[O:61])=[O:60])=[O:31])[CH2:25][CH2:24]5)[CH2:21][CH:22]=4)=[CH:16][C:9]=23)[CH:7]=1, predict the reactants needed to synthesize it. The reactants are: [F:1][C:2]1[CH:3]=[CH:4][C:5]([O:33][CH3:34])=[C:6]([C:8]2[CH:13]=[CH:12][N:11]=[C:10]3[NH:14][C:15]([C:17]4[CH2:18][CH2:19][N:20]([C@H:23]5[CH2:28][CH2:27][C@H:26]([CH2:29][C:30](O)=[O:31])[CH2:25][CH2:24]5)[CH2:21][CH:22]=4)=[CH:16][C:9]=23)[CH:7]=1.C(N(C(C)C)C(C)C)C.C(N1C=CN=C1)(N1C=CN=C1)=O.[CH3:56][CH:57]([S:59]([NH2:62])(=[O:61])=[O:60])[CH3:58].N12CCCN=C1CCCCC2. (2) The reactants are: [H-].[Na+].[CH:3]1[C:8]2[CH2:9][CH2:10][CH2:11][CH2:12][CH2:13][C:14](=[O:15])[C:7]=2[CH:6]=[CH:5][CH:4]=1.Cl.[C:17](=O)([O:20]C)[O:18][CH3:19]. Given the product [CH3:19][O:18][C:17]([CH:13]1[CH2:12][CH2:11][CH2:10][CH2:9][C:8]2[CH:3]=[CH:4][CH:5]=[CH:6][C:7]=2[C:14]1=[O:15])=[O:20], predict the reactants needed to synthesize it. (3) Given the product [CH3:38][O:39][C:40](=[O:50])[CH2:41][C:42]1[CH:47]=[CH:46][C:45]([C:68]2[CH:69]=[CH:70][C:65]([C:62]([CH2:63][CH3:64])([C:59]3[CH:60]=[CH:61][C:56]([CH2:55][CH2:54][C:53]([CH2:84][CH3:85])([OH:86])[CH2:51][CH3:52])=[C:57]([CH3:83])[CH:58]=3)[CH2:81][CH3:82])=[CH:66][C:67]=2[CH3:80])=[CH:44][C:43]=1[F:49], predict the reactants needed to synthesize it. The reactants are: C1(P(C2CCCCC2)C2C=CC=CC=2C2C(OC)=CC=CC=2OC)CCCCC1.P([O-])([O-])([O-])=O.[K+].[K+].[K+].[CH3:38][O:39][C:40](=[O:50])[CH2:41][C:42]1[CH:47]=[CH:46][C:45](Cl)=[CH:44][C:43]=1[F:49].[CH2:51]([C:53]([OH:86])([CH2:84][CH3:85])[CH2:54][CH2:55][C:56]1[CH:61]=[CH:60][C:59]([C:62]([CH2:81][CH3:82])([C:65]2[CH:70]=[CH:69][C:68](B3OC(C)(C)C(C)(C)O3)=[C:67]([CH3:80])[CH:66]=2)[CH2:63][CH3:64])=[CH:58][C:57]=1[CH3:83])[CH3:52]. (4) Given the product [CH3:15][O:16][C:17]1[CH:18]=[CH:19][C:20]([N:23]2[CH2:28][CH2:27][N:26]([C:10](=[O:12])[CH2:9][CH:1]([O:8][C:38](=[O:34])[N:32]([CH3:33])[CH3:31])[C:2]3[CH:3]=[CH:4][CH:5]=[CH:6][CH:7]=3)[CH2:25][CH2:24]2)=[CH:21][CH:22]=1, predict the reactants needed to synthesize it. The reactants are: [C:1]([CH2:9][C:10]([O:12]CC)=O)(=[O:8])[C:2]1[CH:7]=[CH:6][CH:5]=[CH:4][CH:3]=1.[CH3:15][O:16][C:17]1[CH:22]=[CH:21][C:20]([N:23]2[CH2:28][CH2:27][NH:26][CH2:25][CH2:24]2)=[CH:19][CH:18]=1.[BH4-].[Na+].[CH3:31][NH:32][CH3:33].[O:34]1[CH2:38]CCC1.